Dataset: Reaction yield outcomes from USPTO patents with 853,638 reactions. Task: Predict the reaction yield, written as a fraction of the theoretical maximum amount of product (1.0 means a 100% yield; for example, 0.34 means a 34% yield). (1) The reactants are [Cl:1][C:2]1[CH:11]=[CH:10][C:5]([C:6]([O:8]C)=[O:7])=[CH:4][C:3]=1[C:12]1[O:16][N:15]=[C:14]([CH2:17][N:18]2[C:26]3[C:21](=[C:22]([C:29]([F:32])([F:31])[F:30])[C:23]([C:27]#[N:28])=[CH:24][CH:25]=3)[CH:20]=[C:19]2[CH2:33][CH2:34][CH3:35])[N:13]=1.O[Li].O.O.Cl. The catalyst is O1CCOCC1. The product is [Cl:1][C:2]1[CH:11]=[CH:10][C:5]([C:6]([OH:8])=[O:7])=[CH:4][C:3]=1[C:12]1[O:16][N:15]=[C:14]([CH2:17][N:18]2[C:26]3[C:21](=[C:22]([C:29]([F:31])([F:30])[F:32])[C:23]([C:27]#[N:28])=[CH:24][CH:25]=3)[CH:20]=[C:19]2[CH2:33][CH2:34][CH3:35])[N:13]=1. The yield is 0.710. (2) The reactants are [C:1]([N:4]1[C:13]2[C:8](=[CH:9][C:10]([C:14]([OH:16])=[O:15])=[CH:11][CH:12]=2)[C@H:7]([NH:17][C:18]2[CH:23]=[CH:22][C:21]([N:24]3[CH2:29][CH2:28][O:27][CH2:26][CH2:25]3)=[CH:20][CH:19]=2)[CH2:6][C@@H:5]1[CH3:30])(=[O:3])[CH3:2].[CH2:31](O)[C:32]1[CH:37]=[CH:36][CH:35]=[CH:34][CH:33]=1. No catalyst specified. The product is [CH2:31]([O:15][C:14]([C:10]1[CH:9]=[C:8]2[C:13](=[CH:12][CH:11]=1)[N:4]([C:1](=[O:3])[CH3:2])[C@@H:5]([CH3:30])[CH2:6][C@H:7]2[NH:17][C:18]1[CH:19]=[CH:20][C:21]([N:24]2[CH2:25][CH2:26][O:27][CH2:28][CH2:29]2)=[CH:22][CH:23]=1)=[O:16])[C:32]1[CH:37]=[CH:36][CH:35]=[CH:34][CH:33]=1. The yield is 0.890. (3) The reactants are Cl[CH2:2][C:3]1[C:12]2[C:7](=[CH:8][CH:9]=[CH:10][CH:11]=2)[N:6]=[C:5]([CH3:13])[CH:4]=1.[I:14][C:15]1[CH:20]=[CH:19][C:18]([OH:21])=[CH:17][CH:16]=1.C([O-])([O-])=O.[K+].[K+]. The catalyst is CC#N. The product is [I:14][C:15]1[CH:20]=[CH:19][C:18]([O:21][CH2:2][C:3]2[C:12]3[C:7](=[CH:8][CH:9]=[CH:10][CH:11]=3)[N:6]=[C:5]([CH3:13])[CH:4]=2)=[CH:17][CH:16]=1. The yield is 1.00.